From a dataset of Forward reaction prediction with 1.9M reactions from USPTO patents (1976-2016). Predict the product of the given reaction. Given the reactants [Cl:1][C:2]1[CH:7]=[CH:6][C:5]([S:8]([NH:11][C:12]2[CH:17]=[CH:16][C:15]([Cl:18])=[CH:14][C:13]=2[CH:19]=[CH:20][C:21]2[CH:29]=[CH:28][C:24]([C:25]([OH:27])=[O:26])=[CH:23][CH:22]=2)(=[O:10])=[O:9])=[CH:4][CH:3]=1.[H][H], predict the reaction product. The product is: [Cl:1][C:2]1[CH:7]=[CH:6][C:5]([S:8]([NH:11][C:12]2[CH:17]=[CH:16][C:15]([Cl:18])=[CH:14][C:13]=2[CH2:19][CH2:20][C:21]2[CH:22]=[CH:23][C:24]([C:25]([OH:27])=[O:26])=[CH:28][CH:29]=2)(=[O:10])=[O:9])=[CH:4][CH:3]=1.